Dataset: HIV replication inhibition screening data with 41,000+ compounds from the AIDS Antiviral Screen. Task: Binary Classification. Given a drug SMILES string, predict its activity (active/inactive) in a high-throughput screening assay against a specified biological target. (1) The compound is O=C1NC(=S)NC(=O)C1=Cc1ccc(Cl)c(Cl)c1. The result is 0 (inactive). (2) The drug is N#CC1C(=O)Nc2sc(C(=O)c3ccc(Br)cc3)c(N)c2C12CCCCC2. The result is 0 (inactive). (3) The compound is CNC(=O)C(C#N)=C(N)N1CCCC1. The result is 0 (inactive).